Dataset: Reaction yield outcomes from USPTO patents with 853,638 reactions. Task: Predict the reaction yield, written as a fraction of the theoretical maximum amount of product (1.0 means a 100% yield; for example, 0.34 means a 34% yield). (1) The reactants are [Cl:1][C:2]1[N:7]=[C:6]([N:8]2[CH2:14][CH:13]3[O:15][CH:10]([CH2:11][CH2:12]3)[CH2:9]2)[C:5]([N+:16]([O-:18])=[O:17])=[C:4](Cl)[N:3]=1.[CH:20]([NH2:23])([CH3:22])[CH3:21].C(N(CC)CC)C. The catalyst is ClCCl. The product is [CH:10]12[O:15][CH:13]([CH2:12][CH2:11]1)[CH2:14][N:8]([C:6]1[N:7]=[C:2]([Cl:1])[N:3]=[C:4]([NH:23][CH:20]([CH3:22])[CH3:21])[C:5]=1[N+:16]([O-:18])=[O:17])[CH2:9]2. The yield is 1.00. (2) The reactants are Cl[C:2]1[S:3][C:4]2[CH:10]=[C:9]([O:11][CH3:12])[CH:8]=[CH:7][C:5]=2[N:6]=1.[NH2:13][C:14]1[CH:23]=[CH:22][C:17]([C:18]([O:20][CH3:21])=[O:19])=[CH:16][CH:15]=1.C([O-])([O-])=O.[K+].[K+].[H-].[Na+]. The catalyst is CN(C=O)C. The product is [CH3:21][O:20][C:18](=[O:19])[C:17]1[CH:22]=[CH:23][C:14]([NH:13][C:2]2[S:3][C:4]3[CH:10]=[C:9]([O:11][CH3:12])[CH:8]=[CH:7][C:5]=3[N:6]=2)=[CH:15][CH:16]=1. The yield is 0.0900. (3) The reactants are [OH:1][CH2:2][C:3]1[C:8]([CH3:9])=[CH:7][C:6]([NH:10][C:11]([CH2:13][CH2:14][N:15]2[CH2:20][CH2:19][CH:18]([O:21][C:22](=[O:36])[NH:23][C:24]3[CH:29]=[CH:28][CH:27]=[CH:26][C:25]=3[C:30]3[CH:35]=[CH:34][CH:33]=[CH:32][CH:31]=3)[CH2:17][CH2:16]2)=[O:12])=[C:5]([CH3:37])[CH:4]=1.CS(C)=O.C(N(C(C)C)CC)(C)C.O. The catalyst is ClCCl. The product is [CH:2]([C:3]1[C:8]([CH3:9])=[CH:7][C:6]([NH:10][C:11]([CH2:13][CH2:14][N:15]2[CH2:16][CH2:17][CH:18]([O:21][C:22](=[O:36])[NH:23][C:24]3[CH:29]=[CH:28][CH:27]=[CH:26][C:25]=3[C:30]3[CH:35]=[CH:34][CH:33]=[CH:32][CH:31]=3)[CH2:19][CH2:20]2)=[O:12])=[C:5]([CH3:37])[CH:4]=1)=[O:1]. The yield is 1.00. (4) The reactants are [H-].[Na+].[OH:3][CH2:4][CH:5]1[CH2:13][C:9]2[S:10][CH:11]=[CH:12][C:8]=2[C:7](=[O:14])[CH2:6]1.[CH3:15]I.O. The catalyst is CCCCCC.C1COCC1.[Cl-].[Na+].O. The product is [CH3:15][O:3][CH2:4][C:5]1[CH2:13][C:9]2[S:10][CH:11]=[CH:12][C:8]=2[C:7](=[O:14])[CH:6]=1. The yield is 0.340. (5) The reactants are [OH-].[K+].C(=O)(OC)[O:4][C:5]1[CH:10]=[C:9]([N+:11]([O-:13])=[O:12])[C:8]([C:14]([CH3:17])([CH3:16])[CH3:15])=[CH:7][C:6]=1[Cl:18].Cl. The catalyst is CO. The product is [C:14]([C:8]1[C:9]([N+:11]([O-:13])=[O:12])=[CH:10][C:5]([OH:4])=[C:6]([Cl:18])[CH:7]=1)([CH3:17])([CH3:15])[CH3:16]. The yield is 0.680. (6) The yield is 0.980. The catalyst is ClCCl.CN(C)C=O. The product is [Br:32][C:29]1[CH:30]=[CH:31][C:26]([NH:25][C:6]([C:5]2[CH:9]=[C:10]([O:14][CH3:15])[C:11]([O:12][CH3:13])=[C:3]([O:2][CH3:1])[C:4]=2[N+:16]([O-:18])=[O:17])=[O:8])=[N:27][CH:28]=1. The reactants are [CH3:1][O:2][C:3]1[C:4]([N+:16]([O-:18])=[O:17])=[C:5]([CH:9]=[C:10]([O:14][CH3:15])[C:11]=1[O:12][CH3:13])[C:6]([OH:8])=O.C(Cl)(=O)C(Cl)=O.[NH2:25][C:26]1[CH:31]=[CH:30][C:29]([Br:32])=[CH:28][N:27]=1.N1C=CC=CC=1. (7) The reactants are Cl[C:2]1[CH:7]=[CH:6][CH:5]=[C:4]([O:8][CH2:9][C:10]2[S:11][CH:12]=[CH:13][CH:14]=2)[N:3]=1.[NH:15]1[CH2:20][CH2:19][NH:18][CH2:17][CH2:16]1.C([O-])([O-])=O.[K+].[K+]. The catalyst is C(#N)C.ClCCl. The product is [S:11]1[CH:12]=[CH:13][CH:14]=[C:10]1[CH2:9][O:8][C:4]1[N:3]=[C:2]([N:15]2[CH2:20][CH2:19][NH:18][CH2:17][CH2:16]2)[CH:7]=[CH:6][CH:5]=1. The yield is 0.470.